Dataset: Catalyst prediction with 721,799 reactions and 888 catalyst types from USPTO. Task: Predict which catalyst facilitates the given reaction. (1) Reactant: C([N:4]1[C:12]2[C:7](=[CH:8][CH:9]=[C:10]([C:13]#[N:14])[CH:11]=2)[CH2:6][CH2:5]1)(=O)C.[OH-].[Na+].CO. Product: [C:13]([C:10]1[CH:11]=[C:12]2[C:7]([CH2:6][CH2:5][NH:4]2)=[CH:8][CH:9]=1)#[N:14]. The catalyst class is: 12. (2) Reactant: Cl[C:2]1[C:7]([CH3:8])=[C:6]([C:9]2[CH:14]=[CH:13][C:12]([O:15][CH3:16])=[CH:11][CH:10]=2)[N:5]=[CH:4][N:3]=1.C(N(C(C)C)CC)(C)C.[CH2:26]([NH:30][CH2:31][C:32]1[CH:44]=[CH:43][C:35]([O:36][CH2:37][C:38]([O:40][CH2:41][CH3:42])=[O:39])=[C:34]([CH3:45])[CH:33]=1)[CH2:27][CH2:28][CH3:29]. Product: [CH2:26]([N:30]([CH2:31][C:32]1[CH:44]=[CH:43][C:35]([O:36][CH2:37][C:38]([O:40][CH2:41][CH3:42])=[O:39])=[C:34]([CH3:45])[CH:33]=1)[C:2]1[C:7]([CH3:8])=[C:6]([C:9]2[CH:14]=[CH:13][C:12]([O:15][CH3:16])=[CH:11][CH:10]=2)[N:5]=[CH:4][N:3]=1)[CH2:27][CH2:28][CH3:29]. The catalyst class is: 2. (3) Reactant: [C:1]1([C:7]2[CH:11]=[C:10]([CH2:12][CH2:13][C@H:14]([OH:17])[CH2:15][OH:16])[NH:9][N:8]=2)[CH:6]=[CH:5][CH:4]=[CH:3][CH:2]=1.CO[C:20](OC)([CH3:22])[CH3:21].C1(C)C=CC(S(O)(=O)=O)=CC=1. Product: [CH3:21][C:20]1([CH3:22])[O:17][C@@H:14]([CH2:13][CH2:12][C:10]2[NH:9][N:8]=[C:7]([C:1]3[CH:2]=[CH:3][CH:4]=[CH:5][CH:6]=3)[CH:11]=2)[CH2:15][O:16]1. The catalyst class is: 21. (4) Reactant: CS(C)=O.C(Cl)(=O)C(Cl)=O.[Cl:11][C:12]1[CH:13]=[C:14]([CH2:26][OH:27])[CH:15]=[C:16]([CH2:18][O:19][CH:20]2[CH2:25][CH2:24][CH2:23][CH2:22][O:21]2)[CH:17]=1.C(N(CC)CC)C. Product: [Cl:11][C:12]1[CH:13]=[C:14]([CH:15]=[C:16]([CH2:18][O:19][CH:20]2[CH2:25][CH2:24][CH2:23][CH2:22][O:21]2)[CH:17]=1)[CH:26]=[O:27]. The catalyst class is: 2.